Dataset: Forward reaction prediction with 1.9M reactions from USPTO patents (1976-2016). Task: Predict the product of the given reaction. (1) Given the reactants Br[C:2]1[CH:7]=[C:6]([CH3:8])[C:5]([C:9]2[C:10](=[O:27])[CH:11]([CH2:16][CH2:17][NH:18][C:19]([C:21]3[CH:26]=[CH:25][CH:24]=[CH:23][N:22]=3)=[O:20])[CH2:12][C:13]=2[O:14]C)=[C:4]([CH2:28][CH3:29])[CH:3]=1.[Cl:30][C:31]1[CH:32]=[N:33][NH:34][CH:35]=1.CN(C)CC(O)=O.C(=O)([O-])[O-].[K+].[K+], predict the reaction product. The product is: [Cl:30][C:31]1[CH:32]=[N:33][N:34]([C:2]2[CH:7]=[C:6]([CH3:8])[C:5]([CH:9]3[C:13](=[O:14])[CH2:12][CH:11]([CH2:16][CH2:17][NH:18][C:19]([C:21]4[CH:26]=[CH:25][CH:24]=[CH:23][N:22]=4)=[O:20])[C:10]3=[O:27])=[C:4]([CH2:28][CH3:29])[CH:3]=2)[CH:35]=1. (2) Given the reactants CC1C(CN2C=C(C(N=[N+]=[N-])=O)C=N2)=C(C)ON=1.[N:19]([C:22]1[CH:23]=[N:24][N:25]([CH2:27][C:28]2[C:29]([CH3:34])=[N:30][O:31][C:32]=2[CH3:33])[CH:26]=1)=[C:20]=[O:21].Cl.[NH2:36][C:37]([CH3:44])([CH3:43])[C:38](OCC)=[O:39], predict the reaction product. The product is: [CH3:34][C:29]1[C:28]([CH2:27][N:25]2[CH:26]=[C:22]([N:19]3[C:38](=[O:39])[C:37]([CH3:44])([CH3:43])[NH:36][C:20]3=[O:21])[CH:23]=[N:24]2)=[C:32]([CH3:33])[O:31][N:30]=1. (3) Given the reactants [CH3:1][O-:2].[Na+].Br[N:5]1[C:9](=[O:10])CCC1=O.[CH3:12][N:13]1[CH2:18][CH2:17][N:16]([C:19]2[CH:27]=[C:26]([C:28]3[CH:33]=[CH:32][CH:31]=[CH:30][C:29]=3[CH3:34])[C:22](C(N)=O)=[CH:21][N:20]=2)[CH2:15][CH2:14]1.Cl, predict the reaction product. The product is: [CH3:1][O:2][C:9](=[O:10])[NH:5][C:22]1[CH:21]=[N:20][C:19]([N:16]2[CH2:15][CH2:14][N:13]([CH3:12])[CH2:18][CH2:17]2)=[CH:27][C:26]=1[C:28]1[CH:33]=[CH:32][CH:31]=[CH:30][C:29]=1[CH3:34]. (4) Given the reactants [C:1]([C:4]1[CH:12]=[CH:11][C:7]([CH2:8][CH2:9]Br)=[CH:6][CH:5]=1)(=[O:3])[CH3:2].[Cl:13][C:14]1[CH:15]=[C:16]([C:21]2[NH:22][CH:23]=[C:24]([C:32]3[CH2:33][CH2:34][NH:35][CH2:36][CH:37]=3)[C:25]=2[C:26]2[CH:31]=[CH:30][N:29]=[CH:28][CH:27]=2)[CH:17]=[CH:18][C:19]=1[F:20].[ClH:38], predict the reaction product. The product is: [C:1]([C:4]1[CH:12]=[CH:11][C:7]([CH2:8][CH2:9][N:35]2[CH2:36][CH:37]=[C:32]([C:24]3[C:25]([C:26]4[CH:31]=[CH:30][N:29]=[CH:28][CH:27]=4)=[C:21]([C:16]4[CH:17]=[CH:18][C:19]([F:20])=[C:14]([Cl:13])[CH:15]=4)[NH:22][CH:23]=3)[CH2:33][CH2:34]2)=[CH:6][CH:5]=1)(=[O:3])[CH3:2].[ClH:38].[C:1]([C:4]1[CH:12]=[CH:11][C:7]([CH2:8][CH2:9][N:35]2[CH2:36][CH:37]=[C:32]([C:24]3[C:25]([C:26]4[CH:31]=[CH:30][N:29]=[CH:28][CH:27]=4)=[C:21]([C:16]4[CH:17]=[CH:18][C:19]([F:20])=[C:14]([Cl:13])[CH:15]=4)[NH:22][CH:23]=3)[CH2:33][CH2:34]2)=[CH:6][CH:5]=1)(=[O:3])[CH3:2]. (5) Given the reactants [Br:1][C:2]1[CH:26]=[CH:25][C:5]([CH2:6][C:7]23[CH2:24][CH2:23][CH2:22][CH:21]=[C:8]2[N:9]([C:13]2[CH:18]=[C:17]([Cl:19])[CH:16]=[C:15]([Cl:20])[CH:14]=2)[C:10](=[O:12])[NH:11]3)=[CH:4][CH:3]=1.[H-].[Na+].Br[CH2:30][C:31]([O:33][CH2:34][CH3:35])=[O:32], predict the reaction product. The product is: [CH2:34]([O:33][C:31](=[O:32])[CH2:30][C:8]12[CH2:21][CH2:22][CH2:23][CH2:24][C:7]1([CH2:6][C:5]1[CH:25]=[CH:26][C:2]([Br:1])=[CH:3][CH:4]=1)[NH:11][C:10](=[O:12])[N:9]2[C:13]1[CH:14]=[C:15]([Cl:20])[CH:16]=[C:17]([Cl:19])[CH:18]=1)[CH3:35].